From a dataset of Full USPTO retrosynthesis dataset with 1.9M reactions from patents (1976-2016). Predict the reactants needed to synthesize the given product. Given the product [CH3:22][O:23][CH2:24][O:1][CH2:2][C@H:3]([NH:8][C:9](=[O:18])[C:10]1[CH:15]=[CH:14][C:13]([CH3:16])=[C:12]([CH3:17])[CH:11]=1)[CH2:4][CH:5]([CH3:7])[CH3:6], predict the reactants needed to synthesize it. The reactants are: [OH:1][CH2:2][C@H:3]([NH:8][C:9](=[O:18])[C:10]1[CH:15]=[CH:14][C:13]([CH3:16])=[C:12]([CH3:17])[CH:11]=1)[CH2:4][CH:5]([CH3:7])[CH3:6].[OH-].[Na+].Cl[CH2:22][O:23][CH3:24].